Dataset: NCI-60 drug combinations with 297,098 pairs across 59 cell lines. Task: Regression. Given two drug SMILES strings and cell line genomic features, predict the synergy score measuring deviation from expected non-interaction effect. (1) Drug 1: C1=C(C(=O)NC(=O)N1)N(CCCl)CCCl. Drug 2: CC1CCC2CC(C(=CC=CC=CC(CC(C(=O)C(C(C(=CC(C(=O)CC(OC(=O)C3CCCCN3C(=O)C(=O)C1(O2)O)C(C)CC4CCC(C(C4)OC)OCCO)C)C)O)OC)C)C)C)OC. Cell line: HOP-92. Synergy scores: CSS=46.0, Synergy_ZIP=-4.64, Synergy_Bliss=2.61, Synergy_Loewe=4.61, Synergy_HSA=5.21. (2) Drug 1: CCN(CC)CCNC(=O)C1=C(NC(=C1C)C=C2C3=C(C=CC(=C3)F)NC2=O)C. Drug 2: CC1CCCC2(C(O2)CC(NC(=O)CC(C(C(=O)C(C1O)C)(C)C)O)C(=CC3=CSC(=N3)C)C)C. Cell line: IGROV1. Synergy scores: CSS=27.7, Synergy_ZIP=5.02, Synergy_Bliss=4.25, Synergy_Loewe=-16.3, Synergy_HSA=1.75. (3) Drug 1: C1=CC(=CC=C1C#N)C(C2=CC=C(C=C2)C#N)N3C=NC=N3. Drug 2: CC1=C(C(=O)C2=C(C1=O)N3CC4C(C3(C2COC(=O)N)OC)N4)N. Cell line: COLO 205. Synergy scores: CSS=22.6, Synergy_ZIP=1.39, Synergy_Bliss=-1.10, Synergy_Loewe=-17.4, Synergy_HSA=-3.26. (4) Drug 1: CC1=C2C(C(=O)C3(C(CC4C(C3C(C(C2(C)C)(CC1OC(=O)C(C(C5=CC=CC=C5)NC(=O)C6=CC=CC=C6)O)O)OC(=O)C7=CC=CC=C7)(CO4)OC(=O)C)O)C)OC(=O)C. Drug 2: C1=CC=C(C=C1)NC(=O)CCCCCCC(=O)NO. Cell line: MOLT-4. Synergy scores: CSS=50.9, Synergy_ZIP=3.23, Synergy_Bliss=3.47, Synergy_Loewe=-3.15, Synergy_HSA=4.13. (5) Drug 1: CC1=C2C(C(=O)C3(C(CC4C(C3C(C(C2(C)C)(CC1OC(=O)C(C(C5=CC=CC=C5)NC(=O)OC(C)(C)C)O)O)OC(=O)C6=CC=CC=C6)(CO4)OC(=O)C)OC)C)OC. Drug 2: CNC(=O)C1=NC=CC(=C1)OC2=CC=C(C=C2)NC(=O)NC3=CC(=C(C=C3)Cl)C(F)(F)F. Cell line: HL-60(TB). Synergy scores: CSS=83.9, Synergy_ZIP=11.7, Synergy_Bliss=4.62, Synergy_Loewe=-2.46, Synergy_HSA=5.30. (6) Drug 1: CS(=O)(=O)C1=CC(=C(C=C1)C(=O)NC2=CC(=C(C=C2)Cl)C3=CC=CC=N3)Cl. Drug 2: CN(CCCl)CCCl.Cl. Cell line: DU-145. Synergy scores: CSS=14.1, Synergy_ZIP=-1.86, Synergy_Bliss=1.89, Synergy_Loewe=-7.07, Synergy_HSA=-0.723. (7) Drug 1: COC1=C(C=C2C(=C1)N=CN=C2NC3=CC(=C(C=C3)F)Cl)OCCCN4CCOCC4. Drug 2: CCCCCOC(=O)NC1=NC(=O)N(C=C1F)C2C(C(C(O2)C)O)O. Cell line: SN12C. Synergy scores: CSS=18.5, Synergy_ZIP=-6.31, Synergy_Bliss=-3.21, Synergy_Loewe=-24.2, Synergy_HSA=-1.32.